From a dataset of Experimentally validated miRNA-target interactions with 360,000+ pairs, plus equal number of negative samples. Binary Classification. Given a miRNA mature sequence and a target amino acid sequence, predict their likelihood of interaction. The miRNA is mmu-miR-421-5p with sequence CUCAUUAAAUGUUUGUUGAAU. The protein sequence of the target gene is MKALDEPPYLTVGTDVSAKYRGAFCEAKIKTAKRLVKVKVTFRHDSSTVEVQDDHIKGPLKVGAIVEVKNLDGAYQEAVINKLTDASWYTVVFDDGDEKTLRRSSLCLKGERHFAESETLDQLPLTNPEHFGTPVIGKKTNRGRRSNHIPEEESSSSSSDEDEDDRKQIDELLGKVVCVDYISLDKKKALWFPALVVCPDCSDEIAVKKDNILVRSFKDGKFTSVPRKDVHEITSDTAPKPDAVLKQAFEQALEFHKSRTIPANWKTELKEDSSSSEAEEEEEEEDDEKEKEDNSSEEEE.... Result: 0 (no interaction).